Dataset: NCI-60 drug combinations with 297,098 pairs across 59 cell lines. Task: Regression. Given two drug SMILES strings and cell line genomic features, predict the synergy score measuring deviation from expected non-interaction effect. (1) Drug 1: C1=CC(=CC=C1C#N)C(C2=CC=C(C=C2)C#N)N3C=NC=N3. Drug 2: CC1CCC2CC(C(=CC=CC=CC(CC(C(=O)C(C(C(=CC(C(=O)CC(OC(=O)C3CCCCN3C(=O)C(=O)C1(O2)O)C(C)CC4CCC(C(C4)OC)OCCO)C)C)O)OC)C)C)C)OC. Cell line: RXF 393. Synergy scores: CSS=-13.4, Synergy_ZIP=5.37, Synergy_Bliss=-0.817, Synergy_Loewe=-9.02, Synergy_HSA=-8.66. (2) Drug 1: CN1CCC(CC1)COC2=C(C=C3C(=C2)N=CN=C3NC4=C(C=C(C=C4)Br)F)OC. Drug 2: C1C(C(OC1N2C=NC3=C(N=C(N=C32)Cl)N)CO)O. Cell line: HCT116. Synergy scores: CSS=9.55, Synergy_ZIP=-1.40, Synergy_Bliss=3.70, Synergy_Loewe=-6.29, Synergy_HSA=1.33.